This data is from Catalyst prediction with 721,799 reactions and 888 catalyst types from USPTO. The task is: Predict which catalyst facilitates the given reaction. (1) Product: [Br:1][C:2]1[CH:3]=[C:4]([N+:11]([O-:13])=[O:12])[CH:5]=[C:6]2[C:10]=1[NH:9][CH:8]=[CH:7]2. The catalyst class is: 1. Reactant: [Br:1][C:2]1[CH:3]=[C:4]([N+:11]([O-:13])=[O:12])[CH:5]=[C:6]2[C:10]=1[NH:9][CH2:8][CH2:7]2.ClC1C(=O)C(C#N)=C(C#N)C(=O)C=1Cl. (2) Reactant: [O:1]1[C:5]2[CH:6]=[CH:7][CH:8]=[CH:9][C:4]=2[C:3](=[O:10])[C:2]1=[N:11][OH:12].C(=O)([O-])[O-].[Na+].[Na+].[C:19]([O:22][CH2:23][CH2:24]Br)(=[O:21])[CH3:20].O. Product: [C:19]([O:22][CH2:23][CH2:24][O:12][N:11]=[C:2]1[C:3](=[O:10])[C:4]2[CH:9]=[CH:8][CH:7]=[CH:6][C:5]=2[O:1]1)(=[O:21])[CH3:20]. The catalyst class is: 60. (3) Reactant: [F:1][C:2]1[CH:7]=[CH:6][C:5]([NH:8][CH2:9][CH2:10][OH:11])=[CH:4][CH:3]=1.Br[CH2:13][CH2:14][CH2:15][C:16]([O:18][CH3:19])=[O:17].C(=O)([O-])[O-].[K+].[K+]. Product: [F:1][C:2]1[CH:3]=[CH:4][C:5]([N:8]([CH2:9][CH2:10][OH:11])[CH2:13][CH2:14][CH2:15][C:16]([O:18][CH3:19])=[O:17])=[CH:6][CH:7]=1. The catalyst class is: 9. (4) Reactant: [CH:1]([N:3]1[CH2:9][C:8]2[CH:10]=[CH:11][C:12]([C:14](OC)=[O:15])=[CH:13][C:7]=2[O:6][C@H:5]([CH:18]([CH3:20])[CH3:19])[CH2:4]1)=[O:2].[NH2:21][OH:22].[OH-].[Na+]. Product: [CH:1]([N:3]1[CH2:9][C:8]2[CH:10]=[CH:11][C:12]([C:14]([NH:21][OH:22])=[O:15])=[CH:13][C:7]=2[O:6][C@H:5]([CH:18]([CH3:20])[CH3:19])[CH2:4]1)=[O:2]. The catalyst class is: 36. (5) Reactant: [N+:1]([C:4]1[CH:13]=[CH:12][CH:11]=[CH:10][C:5]=1[C:6]([NH:8][NH2:9])=[O:7])([O-:3])=[O:2].[C:14](OC(=O)C)(=[O:16])[CH3:15]. Product: [C:14]([NH:9][NH:8][C:6](=[O:7])[C:5]1[CH:10]=[CH:11][CH:12]=[CH:13][C:4]=1[N+:1]([O-:3])=[O:2])(=[O:16])[CH3:15]. The catalyst class is: 13. (6) Reactant: [C:1]([Si:5]([CH3:23])([CH3:22])[O:6][CH2:7][C:8]([N:11]1[C:19]2[C:18]([F:20])=[CH:17][N:16]=[CH:15][C:14]=2[C:13](I)=[CH:12]1)([CH3:10])[CH3:9])([CH3:4])([CH3:3])[CH3:2].[Li]CCCC.[C:29](=[N:42][C:43]1[CH:44]=[N:45][CH:46]=[C:47]([CH:54]=1)[C:48](N(OC)C)=[O:49])([C:36]1[CH:41]=[CH:40][CH:39]=[CH:38][CH:37]=1)[C:30]1[CH:35]=[CH:34][CH:33]=[CH:32][CH:31]=1. Product: [C:29](=[N:42][C:43]1[CH:54]=[C:47]([C:48]([C:13]2[C:14]3[CH:15]=[N:16][CH:17]=[C:18]([F:20])[C:19]=3[N:11]([C:8]([CH3:10])([CH3:9])[CH2:7][O:6][Si:5]([C:1]([CH3:4])([CH3:3])[CH3:2])([CH3:23])[CH3:22])[CH:12]=2)=[O:49])[CH:46]=[N:45][CH:44]=1)([C:36]1[CH:37]=[CH:38][CH:39]=[CH:40][CH:41]=1)[C:30]1[CH:35]=[CH:34][CH:33]=[CH:32][CH:31]=1. The catalyst class is: 28. (7) Reactant: [CH3:1][NH:2][C:3]1[CH:11]=[CH:10][C:6]([C:7]([OH:9])=[O:8])=[CH:5][C:4]=1[N+:12]([O-])=O. Product: [NH2:12][C:4]1[CH:5]=[C:6]([CH:10]=[CH:11][C:3]=1[NH:2][CH3:1])[C:7]([OH:9])=[O:8]. The catalyst class is: 19.